This data is from Full USPTO retrosynthesis dataset with 1.9M reactions from patents (1976-2016). The task is: Predict the reactants needed to synthesize the given product. Given the product [C:78]([NH:82][C:12]([C:11]1[C:4]2[C:5](=[N:6][C:7]([CH3:8])=[C:2]([Br:1])[N:3]=2)[N:9]([CH2:15][O:16][CH2:17][CH2:18][Si:19]([CH3:22])([CH3:21])[CH3:20])[CH:10]=1)=[O:14])([CH3:81])([CH3:80])[CH3:79], predict the reactants needed to synthesize it. The reactants are: [Br:1][C:2]1[N:3]=[C:4]2[C:11]([C:12]([OH:14])=O)=[CH:10][N:9]([CH2:15][O:16][CH2:17][CH2:18][Si:19]([CH3:22])([CH3:21])[CH3:20])[C:5]2=[N:6][C:7]=1[CH3:8].CN(C(ON1N=NC2C=CC=CC1=2)=[N+](C)C)C.F[P-](F)(F)(F)(F)F.CN(C(N(C)C)=[N+]1C2C=CC=CC=2[N+]([O-])=N1)C.F[P-](F)(F)(F)(F)F.C(N(CC)CC)C.[C:78]([NH2:82])([CH3:81])([CH3:80])[CH3:79].